From a dataset of Reaction yield outcomes from USPTO patents with 853,638 reactions. Predict the reaction yield, written as a fraction of the theoretical maximum amount of product (1.0 means a 100% yield; for example, 0.34 means a 34% yield). (1) The product is [Br:12][C:9]1[C:4]([C:5]([O:7][CH3:8])=[O:6])=[CH:3][C:2]([NH:1][C:17]([NH:16][CH2:13][CH2:14][CH3:15])=[O:18])=[N:11][CH:10]=1. The catalyst is C(Cl)(Cl)Cl. The reactants are [NH2:1][C:2]1[CH:3]=[C:4]([C:9]([Br:12])=[CH:10][N:11]=1)[C:5]([O:7][CH3:8])=[O:6].[CH2:13]([N:16]=[C:17]=[O:18])[CH2:14][CH3:15]. The yield is 0.950. (2) The reactants are [CH3:1][CH:2]([CH3:20])[C@@H:3]([N:7]1[C:16](=[O:17])[C:15]2=[CH:18][NH:19][C:13]3[C:14]2=[C:9]([CH:10]=[CH:11][N:12]=3)[CH2:8]1)[C:4]([OH:6])=O.[C:21]([C:23]1([CH3:27])[CH2:26][NH:25][CH2:24]1)#[N:22].C1C=CC2N(O)N=NC=2C=1.C(Cl)CCl. The catalyst is CN(C)C1C=CN=CC=1.CN(C=O)C. The product is [CH3:27][C:23]1([C:21]#[N:22])[CH2:26][N:25]([C:4](=[O:6])[C@H:3]([N:7]2[C:16](=[O:17])[C:15]3=[CH:18][NH:19][C:13]4[C:14]3=[C:9]([CH:10]=[CH:11][N:12]=4)[CH2:8]2)[CH:2]([CH3:20])[CH3:1])[CH2:24]1. The yield is 0.306. (3) The reactants are CCN(C(C)C)C(C)C.[CH2:10]([O:17][C:18](=[O:30])[NH:19][CH:20]1[CH2:28][C:27]2[C:22](=[CH:23][CH:24]=[C:25](Br)[CH:26]=2)[CH2:21]1)[C:11]1[CH:16]=[CH:15][CH:14]=[CH:13][CH:12]=1.[C:31]([O:35][CH2:36][CH3:37])(=[O:34])[CH:32]=[CH2:33]. The catalyst is CC#N.C([O-])(=O)C.[Pd+2].C([O-])(=O)C.C1(C)C=CC=CC=1P(C1C=CC=CC=1C)C1C=CC=CC=1C. The product is [CH2:10]([O:17][C:18]([NH:19][CH:20]1[CH2:28][C:27]2[C:22](=[CH:23][CH:24]=[C:25](/[CH:33]=[CH:32]/[C:31]([O:35][CH2:36][CH3:37])=[O:34])[CH:26]=2)[CH2:21]1)=[O:30])[C:11]1[CH:16]=[CH:15][CH:14]=[CH:13][CH:12]=1. The yield is 0.570. (4) The reactants are [C:1]([OH:9])(=[O:8])[C@@H:2]([CH2:4][C:5]([OH:7])=O)[OH:3].[C:10](Cl)(=[O:12])[CH3:11]. No catalyst specified. The product is [C:10]([O:3][C@@H:2]1[CH2:4][C:5](=[O:7])[O:8][C:1]1=[O:9])(=[O:12])[CH3:11]. The yield is 1.00. (5) The reactants are [C:1]([O:5][C:6](=[O:17])[N:7]([CH2:9][C:10]1[CH:15]=[CH:14][CH:13]=[CH:12][C:11]=1I)[CH3:8])([CH3:4])([CH3:3])[CH3:2].CC(C)([O-])C.[Na+].[CH:24]([Si:27]([CH:32]([CH3:34])[CH3:33])([CH:29]([CH3:31])[CH3:30])[SH:28])([CH3:26])[CH3:25]. The catalyst is C1C=CC(/C=C/C(/C=C/C2C=CC=CC=2)=O)=CC=1.C1C=CC(/C=C/C(/C=C/C2C=CC=CC=2)=O)=CC=1.C1C=CC(/C=C/C(/C=C/C2C=CC=CC=2)=O)=CC=1.[Pd].[Pd].C1(P(C2C=CC=CC=2)C2C=CC=CC=2OC2C=CC=CC=2P(C2C=CC=CC=2)C2C=CC=CC=2)C=CC=CC=1.C1(C)C=CC=CC=1. The product is [C:1]([O:5][C:6](=[O:17])[N:7]([CH3:8])[CH2:9][C:10]1[CH:15]=[CH:14][CH:13]=[CH:12][C:11]=1[S:28][Si:27]([CH:29]([CH3:31])[CH3:30])([CH:32]([CH3:34])[CH3:33])[CH:24]([CH3:25])[CH3:26])([CH3:4])([CH3:3])[CH3:2]. The yield is 0.970. (6) The reactants are Br[C:2]1[CH:3]=[C:4]2[C:9](=[CH:10][CH:11]=1)[N:8]=[CH:7][C:6]([C:12]([CH:14]1[CH2:16][CH2:15]1)=[O:13])=[C:5]2[N:17]1[CH2:22][CH2:21][CH:20]([CH2:23][N:24]2[CH2:28][CH2:27][CH2:26][CH2:25]2)[CH2:19][CH2:18]1.[Cl:29][C:30]1[CH:35]=[C:34](B2OC(C)(C)C(C)(C)O2)[CH:33]=[C:32]([O:45][CH3:46])[C:31]=1[OH:47]. No catalyst specified. The product is [Cl:29][C:30]1[CH:35]=[C:34]([C:2]2[CH:3]=[C:4]3[C:9](=[CH:10][CH:11]=2)[N:8]=[CH:7][C:6]([C:12]([CH:14]2[CH2:15][CH2:16]2)=[O:13])=[C:5]3[N:17]2[CH2:18][CH2:19][CH:20]([CH2:23][N:24]3[CH2:25][CH2:26][CH2:27][CH2:28]3)[CH2:21][CH2:22]2)[CH:33]=[C:32]([O:45][CH3:46])[C:31]=1[OH:47]. The yield is 0.610.